From a dataset of NCI-60 drug combinations with 297,098 pairs across 59 cell lines. Regression. Given two drug SMILES strings and cell line genomic features, predict the synergy score measuring deviation from expected non-interaction effect. (1) Drug 1: C1=NC2=C(N=C(N=C2N1C3C(C(C(O3)CO)O)O)F)N. Synergy scores: CSS=-5.99, Synergy_ZIP=2.64, Synergy_Bliss=1.25, Synergy_Loewe=-7.53, Synergy_HSA=-6.48. Drug 2: CC1=C(C=C(C=C1)C(=O)NC2=CC(=CC(=C2)C(F)(F)F)N3C=C(N=C3)C)NC4=NC=CC(=N4)C5=CN=CC=C5. Cell line: SR. (2) Drug 1: CN1CCC(CC1)COC2=C(C=C3C(=C2)N=CN=C3NC4=C(C=C(C=C4)Br)F)OC. Drug 2: CNC(=O)C1=CC=CC=C1SC2=CC3=C(C=C2)C(=NN3)C=CC4=CC=CC=N4. Cell line: SF-295. Synergy scores: CSS=7.65, Synergy_ZIP=-2.91, Synergy_Bliss=-0.964, Synergy_Loewe=0.0122, Synergy_HSA=-0.282. (3) Drug 1: CC1=C(C=C(C=C1)NC2=NC=CC(=N2)N(C)C3=CC4=NN(C(=C4C=C3)C)C)S(=O)(=O)N.Cl. Drug 2: N.N.Cl[Pt+2]Cl. Cell line: MOLT-4. Synergy scores: CSS=11.9, Synergy_ZIP=-1.70, Synergy_Bliss=0.119, Synergy_Loewe=0.737, Synergy_HSA=0.749. (4) Drug 1: CC1C(C(CC(O1)OC2CC(CC3=C2C(=C4C(=C3O)C(=O)C5=C(C4=O)C(=CC=C5)OC)O)(C(=O)C)O)N)O.Cl. Drug 2: CC1=C(C=C(C=C1)C(=O)NC2=CC(=CC(=C2)C(F)(F)F)N3C=C(N=C3)C)NC4=NC=CC(=N4)C5=CN=CC=C5. Cell line: SF-539. Synergy scores: CSS=14.1, Synergy_ZIP=1.60, Synergy_Bliss=0.588, Synergy_Loewe=-11.8, Synergy_HSA=-0.105. (5) Drug 1: C1CCN(CC1)CCOC2=CC=C(C=C2)C(=O)C3=C(SC4=C3C=CC(=C4)O)C5=CC=C(C=C5)O. Drug 2: C(=O)(N)NO. Cell line: HL-60(TB). Synergy scores: CSS=25.4, Synergy_ZIP=6.44, Synergy_Bliss=7.60, Synergy_Loewe=-3.17, Synergy_HSA=-2.18. (6) Drug 1: C1=CC(=CC=C1CC(C(=O)O)N)N(CCCl)CCCl.Cl. Cell line: SNB-75. Drug 2: COC1=C2C(=CC3=C1OC=C3)C=CC(=O)O2. Synergy scores: CSS=4.68, Synergy_ZIP=-0.175, Synergy_Bliss=3.58, Synergy_Loewe=-1.16, Synergy_HSA=0.686. (7) Drug 1: C1=NC(=NC(=O)N1C2C(C(C(O2)CO)O)O)N. Drug 2: C1CCC(C(C1)N)N.C(=O)(C(=O)[O-])[O-].[Pt+4]. Cell line: NCI-H522. Synergy scores: CSS=44.5, Synergy_ZIP=-8.63, Synergy_Bliss=1.53, Synergy_Loewe=2.56, Synergy_HSA=2.94. (8) Drug 1: CNC(=O)C1=CC=CC=C1SC2=CC3=C(C=C2)C(=NN3)C=CC4=CC=CC=N4. Drug 2: CC1=C2C(C(=O)C3(C(CC4C(C3C(C(C2(C)C)(CC1OC(=O)C(C(C5=CC=CC=C5)NC(=O)OC(C)(C)C)O)O)OC(=O)C6=CC=CC=C6)(CO4)OC(=O)C)O)C)O. Cell line: SK-MEL-5. Synergy scores: CSS=40.5, Synergy_ZIP=9.15, Synergy_Bliss=11.2, Synergy_Loewe=-27.6, Synergy_HSA=6.10. (9) Drug 1: CN(C)C1=NC(=NC(=N1)N(C)C)N(C)C. Drug 2: C1C(C(OC1N2C=NC(=NC2=O)N)CO)O. Cell line: HS 578T. Synergy scores: CSS=1.28, Synergy_ZIP=7.22, Synergy_Bliss=9.32, Synergy_Loewe=-1.86, Synergy_HSA=2.22. (10) Drug 1: C1=CC(=CC=C1CC(C(=O)O)N)N(CCCl)CCCl.Cl. Drug 2: CC1=C(C(=CC=C1)Cl)NC(=O)C2=CN=C(S2)NC3=CC(=NC(=N3)C)N4CCN(CC4)CCO. Cell line: SR. Synergy scores: CSS=56.3, Synergy_ZIP=6.05, Synergy_Bliss=6.29, Synergy_Loewe=3.96, Synergy_HSA=5.46.